From a dataset of Catalyst prediction with 721,799 reactions and 888 catalyst types from USPTO. Predict which catalyst facilitates the given reaction. (1) Product: [CH3:12][O:11][C:4]1[C:3]([NH:2][C:46](=[O:47])[C:45]2[CH:49]=[C:41]([CH2:40][C:34]3[C:35](=[O:39])[C:36]([O:37][CH3:38])=[C:31]([O:30][CH3:29])[C:32](=[O:55])[C:33]=3[CH3:54])[CH:42]=[CH:43][C:44]=2[O:50][C:51](=[O:53])[CH3:52])=[CH:8][CH:7]=[C:6]([O:9][CH3:10])[N:5]=1. Reactant: Cl.[NH2:2][C:3]1[C:4]([O:11][CH3:12])=[N:5][C:6]([O:9][CH3:10])=[CH:7][CH:8]=1.C(N(CC)CC)C.[Cl-].ClC1N(C)CC[NH+]1C.[CH3:29][O:30][C:31]1[C:32](=[O:55])[C:33]([CH3:54])=[C:34]([CH2:40][C:41]2[CH:42]=[CH:43][C:44]([O:50][C:51](=[O:53])[CH3:52])=[C:45]([CH:49]=2)[C:46](O)=[O:47])[C:35](=[O:39])[C:36]=1[O:37][CH3:38]. The catalyst class is: 2. (2) Reactant: FC(F)(F)S(O[C:7]1[CH2:8][CH2:9][CH2:10][O:11][CH:12]=1)(=O)=O.[B:15]1([B:15]2[O:19][C:18]([CH3:21])([CH3:20])[C:17]([CH3:23])([CH3:22])[O:16]2)[O:19][C:18]([CH3:21])([CH3:20])[C:17]([CH3:23])([CH3:22])[O:16]1.C([O-])(=O)C.[K+]. Product: [CH3:22][C:17]1([CH3:23])[C:18]([CH3:21])([CH3:20])[O:19][B:15]([C:7]2[CH2:8][CH2:9][CH2:10][O:11][CH:12]=2)[O:16]1. The catalyst class is: 12. (3) Reactant: Cl.[NH:2]1[CH2:7][CH2:6][CH:5]([CH2:8][CH2:9][N:10]2[CH2:20][C:19]3[N:21]4[C:12](=[CH:13][N:14]=[C:15]4[CH:16]=[CH:17][CH:18]=3)[C:11]2=[O:22])[CH2:4][CH2:3]1.C1CCN2C(=NCCC2)CC1.C(N(CC)CC)C.[F:41][C:42]([F:53])([F:52])[C:43](O[C:43](=[O:44])[C:42]([F:53])([F:52])[F:41])=[O:44]. Product: [F:41][C:42]([F:53])([F:52])[C:43]([N:2]1[CH2:7][CH2:6][CH:5]([CH2:8][CH2:9][N:10]2[CH2:20][C:19]3[N:21]4[C:12](=[CH:13][N:14]=[C:15]4[CH:16]=[CH:17][CH:18]=3)[C:11]2=[O:22])[CH2:4][CH2:3]1)=[O:44]. The catalyst class is: 10. (4) Reactant: [C:1]([O:5][C:6]([NH:8][CH:9]([C:15]1[CH:23]=[CH:22][C:18]([C:19](O)=[O:20])=[CH:17][CH:16]=1)[C:10]([O:12][CH2:13][CH3:14])=[O:11])=[O:7])([CH3:4])([CH3:3])[CH3:2].[NH2:24][C:25]1[CH:30]=[C:29]([C:31]2[S:32][CH:33]=[CH:34][CH:35]=2)[CH:28]=[CH:27][C:26]=1[NH:36][C:37](=[O:43])[O:38][C:39]([CH3:42])([CH3:41])[CH3:40].F[P-](F)(F)(F)(F)F.N1(O[P+](N(C)C)(N(C)C)N(C)C)C2C=CC=CC=2N=N1.CCN(C(C)C)C(C)C.C([O-])(O)=O.[Na+]. Product: [C:1]([O:5][C:6]([NH:8][CH:9]([C:15]1[CH:16]=[CH:17][C:18]([C:19]([NH:24][C:25]2[CH:30]=[C:29]([C:31]3[S:32][CH:33]=[CH:34][CH:35]=3)[CH:28]=[CH:27][C:26]=2[NH:36][C:37]([O:38][C:39]([CH3:42])([CH3:41])[CH3:40])=[O:43])=[O:20])=[CH:22][CH:23]=1)[C:10]([O:12][CH2:13][CH3:14])=[O:11])=[O:7])([CH3:4])([CH3:3])[CH3:2]. The catalyst class is: 3. (5) Reactant: C[O:2]CCO[AlH2-]OCCOC.[Na+].C1(C)C=CC=CC=1.C[C:21]([O-:36])([O-])[C@@H:22]([NH:27][C:28]([O:30][C:31]([CH3:34])([CH3:33])[CH3:32])=[O:29])[CH2:23][CH2:24][CH2:25][CH3:26]. Product: [OH:2][CH2:26][CH2:25][CH2:24][CH2:23][C@H:22]([NH:27][C:28](=[O:29])[O:30][C:31]([CH3:34])([CH3:33])[CH3:32])[CH2:21][OH:36]. The catalyst class is: 7. (6) Reactant: [OH:1][C:2]1[CH:7]=[CH:6][C:5]([CH2:8][CH2:9][CH2:10][OH:11])=[CH:4][CH:3]=1.[C:12](=O)([O-])[O-].[K+].[K+].CI. Product: [CH3:12][O:1][C:2]1[CH:3]=[CH:4][C:5]([CH2:8][CH2:9][CH2:10][OH:11])=[CH:6][CH:7]=1. The catalyst class is: 95.